Dataset: Forward reaction prediction with 1.9M reactions from USPTO patents (1976-2016). Task: Predict the product of the given reaction. The product is: [C:1]([O:5][C:6](=[O:29])[CH2:7][C@H:8]([CH2:9][C@H:10]([CH3:13])[CH2:11][CH3:12])[C:14]([OH:15])=[O:35])([CH3:2])([CH3:3])[CH3:4]. Given the reactants [C:1]([O:5][C:6](=[O:29])[CH2:7][C@@H:8]([C:14](N1[C@H](C)[C@H](C2C=CC=CC=2)OC1=O)=[O:15])[CH2:9][C@H:10]([CH3:13])[CH2:11][CH3:12])([CH3:4])([CH3:3])[CH3:2].[Li+].[OH-].OO.S(=O)(O)[O-:35].[Na+].S([O-])([O-])=O.[Na+].[Na+], predict the reaction product.